Dataset: Catalyst prediction with 721,799 reactions and 888 catalyst types from USPTO. Task: Predict which catalyst facilitates the given reaction. (1) Reactant: [C:12]([O:11][C:9](O[C:9]([O:11][C:12]([CH3:15])([CH3:14])[CH3:13])=[O:10])=[O:10])([CH3:15])([CH3:14])[CH3:13].[F:16][C:17]([F:27])([F:26])[C:18]1[CH:23]=[CH:22][CH:21]=[CH:20][C:19]=1[NH:24][NH2:25]. Product: [C:12]([O:11][C:9]([NH:25][NH:24][C:19]1[CH:20]=[CH:21][CH:22]=[CH:23][C:18]=1[C:17]([F:16])([F:27])[F:26])=[O:10])([CH3:13])([CH3:14])[CH3:15]. The catalyst class is: 5. (2) Reactant: [I-].[K+].[C:3]1([C:10]2[CH:15]=[CH:14][CH:13]=[CH:12][CH:11]=2)[CH:8]=[CH:7][C:6]([NH2:9])=[CH:5][CH:4]=1.[CH3:16][O:17][C:18]([C:20]1[O:21][C:22]([CH3:27])=[C:23]([CH2:25]Cl)[CH:24]=1)=[O:19].C(=O)([O-])[O-].[K+].[K+]. Product: [CH3:16][O:17][C:18]([C:20]1[O:21][C:22]([CH3:27])=[C:23]([CH2:25][NH:9][C:6]2[CH:5]=[CH:4][C:3]([C:10]3[CH:15]=[CH:14][CH:13]=[CH:12][CH:11]=3)=[CH:8][CH:7]=2)[CH:24]=1)=[O:19]. The catalyst class is: 7. (3) Reactant: [C:1](Cl)(=[O:6])[CH2:2][C:3](Cl)=[O:4].[CH3:8][C:9]([C:12]1[CH:17]=[CH:16][C:15]([CH2:18][NH:19][C:20]([NH:22][CH2:23][C:24]2[CH:29]=[CH:28][C:27]([C:30]([CH3:33])([CH3:32])[CH3:31])=[CH:26][CH:25]=2)=[O:21])=[CH:14][CH:13]=1)([CH3:11])[CH3:10]. Product: [CH3:33][C:30]([C:27]1[CH:28]=[CH:29][C:24]([CH2:23][N:22]2[C:3](=[O:4])[CH2:2][C:1](=[O:6])[N:19]([CH2:18][C:15]3[CH:14]=[CH:13][C:12]([C:9]([CH3:11])([CH3:10])[CH3:8])=[CH:17][CH:16]=3)[C:20]2=[O:21])=[CH:25][CH:26]=1)([CH3:31])[CH3:32]. The catalyst class is: 4. (4) Reactant: [CH3:1][S:2]SC.[C:5]1([CH3:14])[CH:10]=[CH:9][C:8]([S:11]([O-:13])=[O:12])=[CH:7][CH:6]=1.[Na+].II.S([O-])([O-])(=O)=S.[Na+].[Na+]. The catalyst class is: 2. Product: [C:5]1([CH3:14])[CH:10]=[CH:9][C:8]([S:11](=[O:13])([S:2][CH3:1])=[O:12])=[CH:7][CH:6]=1. (5) The catalyst class is: 3. Product: [O:27]=[C:2]([NH:1][C@@H:62]1[C@@H:64]([OH:65])[C@H:66]([OH:67])[C@@H:68]([CH2:70][OH:71])[O:69][C@H:61]1[OH:60])[C@@H:3]([NH:19][C:20](=[O:26])[O:21][C:22]([CH3:23])([CH3:24])[CH3:25])[CH2:4][CH2:5][CH2:6][CH2:7][NH:8][C:9](=[O:18])[O:10][CH2:11][C:12]1[CH:17]=[CH:16][CH:15]=[CH:14][CH:13]=1. Reactant: [NH2:1][C:2](=[O:27])[C@@H:3]([NH:19][C:20](=[O:26])[O:21][C:22]([CH3:25])([CH3:24])[CH3:23])[CH2:4][CH2:5][CH2:6][CH2:7][NH:8][C:9](=[O:18])[O:10][CH2:11][C:12]1[CH:17]=[CH:16][CH:15]=[CH:14][CH:13]=1.CCN(CC)CC.CN(C(ON1N=NC2C=CC=NC1=2)=[N+](C)C)C.F[P-](F)(F)(F)(F)F.Cl.[OH:60][CH:61]1[O:69][C@H:68]([CH2:70][OH:71])[C@@H:66]([OH:67])[C@H:64]([OH:65])[C@H:62]1N.